Dataset: Tyrosyl-DNA phosphodiesterase HTS with 341,365 compounds. Task: Binary Classification. Given a drug SMILES string, predict its activity (active/inactive) in a high-throughput screening assay against a specified biological target. (1) The drug is s1c(C(=O)Nc2cc3nsnc3cc2)ccc1. The result is 0 (inactive). (2) The compound is O1N=C(CC21CC(N(C2)C(=O)/C=C\C=C\C)C(=O)N)c1cc(NC(=O)CC)ccc1. The result is 0 (inactive). (3) The compound is O=C(NC1CCCCC1)C1(N(Cc2occc2)C(=O)c2cc3OCOc3cc2)CCCCC1. The result is 0 (inactive).